Dataset: Catalyst prediction with 721,799 reactions and 888 catalyst types from USPTO. Task: Predict which catalyst facilitates the given reaction. (1) Reactant: [CH3:1][O:2][C:3]1[CH:4]=[C:5]2[C:10](=[CH:11][C:12]=1[O:13][CH3:14])[N:9]=[CH:8][CH:7]=[C:6]2[O:15][C:16]1[C:22]([CH3:23])=[CH:21][C:19]([NH2:20])=[C:18]([CH3:24])[CH:17]=1.Cl[C:26](Cl)([O:28][C:29](=[O:35])OC(Cl)(Cl)Cl)Cl.[C:37]1([CH2:43][CH2:44]CO)[CH:42]=[CH:41][CH:40]=[CH:39][CH:38]=1.C(=O)(O)[O-].[Na+]. Product: [CH3:1][O:2][C:3]1[CH:4]=[C:5]2[C:10](=[CH:11][C:12]=1[O:13][CH3:14])[N:9]=[CH:8][CH:7]=[C:6]2[O:15][C:16]1[C:22]([CH3:23])=[CH:21][C:19]([NH:20][C:29](=[O:35])[O:28][CH2:26][CH2:44][CH2:43][C:37]2[CH:42]=[CH:41][CH:40]=[CH:39][CH:38]=2)=[C:18]([CH3:24])[CH:17]=1. The catalyst class is: 208. (2) Reactant: [Br:1][C:2]1[C:10]2[S:9][C:8]([NH2:11])=[N:7][C:6]=2[CH:5]=[CH:4][CH:3]=1.BrC1C=CC2N=C(N)SC=2C=1.[C:23](OC(=O)C)(=[O:25])[CH3:24].BrC1C=CC2N=C(NC(=O)C)SC=2C=1. Product: [Br:1][C:2]1[C:10]2[S:9][C:8]([NH:11][C:23](=[O:25])[CH3:24])=[N:7][C:6]=2[CH:5]=[CH:4][CH:3]=1. The catalyst class is: 79. (3) Product: [Cl:1][C:2]1[CH:3]=[C:4]([N+:12]([O-:14])=[O:13])[C:5]([CH3:11])=[C:6]([CH:10]=1)[C:7]([OH:9])=[O:8]. The catalyst class is: 82. Reactant: [Cl:1][C:2]1[CH:3]=[CH:4][C:5]([CH3:11])=[C:6]([CH:10]=1)[C:7]([OH:9])=[O:8].[N+:12]([O-])([OH:14])=[O:13].